This data is from Forward reaction prediction with 1.9M reactions from USPTO patents (1976-2016). The task is: Predict the product of the given reaction. (1) Given the reactants [CH3:1][NH:2]C(C1N(CC2N3C=C(C)C=CC3=NC=2C2C=CC(C)=CC=2)N=CN=1)=O.[Cl:28][C:29]1[CH:34]=[CH:33][C:32]([C:35]2[N:36]=[C:37]3[CH:42]=[CH:41][CH:40]=[CH:39][N:38]3[C:43]=2[CH2:44][N:45]2[C:49]([C:50]([O:52]C)=O)=[CH:48][C:47]([CH3:54])=[N:46]2)=[CH:31][CH:30]=1.CN, predict the reaction product. The product is: [Cl:28][C:29]1[CH:34]=[CH:33][C:32]([C:35]2[N:36]=[C:37]3[CH:42]=[CH:41][CH:40]=[CH:39][N:38]3[C:43]=2[CH2:44][N:45]2[C:49]([C:50]([NH:2][CH3:1])=[O:52])=[CH:48][C:47]([CH3:54])=[N:46]2)=[CH:31][CH:30]=1. (2) Given the reactants Cl[C:2]1[N:7]2[N:8]=[C:9]([CH3:11])[CH:10]=[C:6]2[N:5]=[C:4]([NH:12][C:13]([C@@H:15]2[CH2:17][C@H:16]2[C:18]2[CH:23]=[CH:22][N:21]=[CH:20][CH:19]=2)=[O:14])[CH:3]=1.Cl.[NH:25]1[CH2:30][CH2:29][CH:28]([NH:31][C:32]([NH2:34])=[O:33])[CH2:27][CH2:26]1, predict the reaction product. The product is: [CH3:11][C:9]1[CH:10]=[C:6]2[N:5]=[C:4]([NH:12][C:13]([CH:15]3[CH2:17][CH:16]3[C:18]3[CH:23]=[CH:22][N:21]=[CH:20][CH:19]=3)=[O:14])[CH:3]=[C:2]([N:25]3[CH2:30][CH2:29][CH:28]([NH:31][C:32]([NH2:34])=[O:33])[CH2:27][CH2:26]3)[N:7]2[N:8]=1. (3) The product is: [C:1]([C:3]1[CH:8]=[C:7]([CH3:9])[CH:6]=[CH:5][C:4]=1[C:10]1[CH:15]=[C:14]([CH2:16][OH:17])[CH:13]=[C:12]([C:18]([OH:20])=[O:19])[CH:11]=1)#[N:2]. Given the reactants [C:1]([C:3]1[CH:8]=[C:7]([CH3:9])[CH:6]=[CH:5][C:4]=1[C:10]1[CH:15]=[C:14]([CH2:16][OH:17])[CH:13]=[C:12]([C:18]([O:20]C)=[O:19])[CH:11]=1)#[N:2].[OH-].[Li+].[NH4+].[Cl-].CCOC(C)=O, predict the reaction product.